This data is from Full USPTO retrosynthesis dataset with 1.9M reactions from patents (1976-2016). The task is: Predict the reactants needed to synthesize the given product. (1) Given the product [Cl:9][C:4]1[CH:5]=[C:6]([O:13][CH:12]([C:14]2[CH:23]=[CH:22][C:21]3[C:16](=[CH:17][CH:18]=[C:19]([O:24][CH3:25])[CH:20]=3)[CH:15]=2)[C:11]([F:26])([F:27])[F:10])[N:7]=[C:2]([NH2:1])[N:3]=1, predict the reactants needed to synthesize it. The reactants are: [NH2:1][C:2]1[N:7]=[C:6](Cl)[CH:5]=[C:4]([Cl:9])[N:3]=1.[F:10][C:11]([F:27])([F:26])[CH:12]([C:14]1[CH:23]=[CH:22][C:21]2[C:16](=[CH:17][CH:18]=[C:19]([O:24][CH3:25])[CH:20]=2)[CH:15]=1)[OH:13].[H-].[Na+]. (2) Given the product [OH:48][CH2:47][CH:43]1[O:44][CH2:45][CH2:46][N:41]([C:10]2[CH:11]=[CH:12][C:13]([N:16]3[CH:20]=[CH:19][C:18]([CH:21]([C:23]4[CH:40]=[CH:39][C:26]5[N:27]([CH2:31][O:32][CH2:33][CH2:34][Si:35]([CH3:38])([CH3:37])[CH3:36])[C:28](=[O:30])[S:29][C:25]=5[CH:24]=4)[CH3:22])=[N:17]3)=[N:14][CH:15]=2)[CH2:42]1, predict the reactants needed to synthesize it. The reactants are: P([O-])([O-])([O-])=O.[K+].[K+].[K+].I[C:10]1[CH:11]=[CH:12][C:13]([N:16]2[CH:20]=[CH:19][C:18]([CH:21]([C:23]3[CH:40]=[CH:39][C:26]4[N:27]([CH2:31][O:32][CH2:33][CH2:34][Si:35]([CH3:38])([CH3:37])[CH3:36])[C:28](=[O:30])[S:29][C:25]=4[CH:24]=3)[CH3:22])=[N:17]2)=[N:14][CH:15]=1.[NH:41]1[CH2:46][CH2:45][O:44][CH:43]([CH2:47][OH:48])[CH2:42]1. (3) The reactants are: Cl[C:2]1[CH:11]=[C:10]([CH3:12])[C:9]2[C:4](=[C:5]([CH3:13])[CH:6]=[CH:7][CH:8]=2)[N:3]=1.[NH2:14][NH2:15]. Given the product [NH:14]([C:2]1[CH:11]=[C:10]([CH3:12])[C:9]2[C:4](=[C:5]([CH3:13])[CH:6]=[CH:7][CH:8]=2)[N:3]=1)[NH2:15], predict the reactants needed to synthesize it. (4) Given the product [Br:1][C:2]1[CH:7]=[CH:6][C:5]([C:8]([OH:19])=[O:24])=[CH:4][C:3]=1[N+:9]([O-:11])=[O:10], predict the reactants needed to synthesize it. The reactants are: [Br:1][C:2]1[CH:7]=[CH:6][C:5]([CH3:8])=[CH:4][C:3]=1[N+:9]([O-:11])=[O:10].N1C=CC=CC=1.[Mn]([O-])(=O)(=O)=[O:19].[K+].[OH2:24]. (5) Given the product [CH3:14][O:7][C:6](=[O:8])[C:5]1[CH:9]=[CH:10][C:2]([Br:1])=[CH:3][C:4]=1[CH3:11], predict the reactants needed to synthesize it. The reactants are: [Br:1][C:2]1[CH:10]=[CH:9][C:5]([C:6]([OH:8])=[O:7])=[C:4]([CH3:11])[CH:3]=1.IC.[C:14](=O)(O)[O-].[Na+].